This data is from Forward reaction prediction with 1.9M reactions from USPTO patents (1976-2016). The task is: Predict the product of the given reaction. (1) Given the reactants C[O:2][C:3](=[O:42])[CH2:4][C:5]1[CH:10]=[CH:9][CH:8]=[C:7]([O:11][CH2:12][CH2:13][CH2:14][N:15]([CH2:28][CH:29]([C:36]2[CH:41]=[CH:40][CH:39]=[CH:38][CH:37]=2)[C:30]2[CH:35]=[CH:34][CH:33]=[CH:32][CH:31]=2)[CH2:16][C:17]2[CH:22]=[CH:21][CH:20]=[C:19]([C:23]([F:26])([F:25])[F:24])[C:18]=2[F:27])[CH:6]=1.[OH-].[Na+], predict the reaction product. The product is: [C:36]1([CH:29]([C:30]2[CH:35]=[CH:34][CH:33]=[CH:32][CH:31]=2)[CH2:28][N:15]([CH2:16][C:17]2[CH:22]=[CH:21][CH:20]=[C:19]([C:23]([F:24])([F:25])[F:26])[C:18]=2[F:27])[CH2:14][CH2:13][CH2:12][O:11][C:7]2[CH:6]=[C:5]([CH2:4][C:3]([OH:42])=[O:2])[CH:10]=[CH:9][CH:8]=2)[CH:41]=[CH:40][CH:39]=[CH:38][CH:37]=1. (2) Given the reactants [ClH:1].Cl.FC1C=CC(C2C=NC(N3CCNCC3)=NC=2)=CC=1.C(OC([N:29]1[CH2:34][CH2:33][N:32]([C:35]2[CH:40]=[CH:39][C:38]([C:41]3[CH:46]=[CH:45][C:44]([F:47])=[CH:43][CH:42]=3)=[CH:37][N:36]=2)[CH2:31][CH2:30]1)=O)(C)(C)C, predict the reaction product. The product is: [ClH:1].[ClH:1].[F:47][C:44]1[CH:43]=[CH:42][C:41]([C:38]2[CH:39]=[CH:40][C:35]([N:32]3[CH2:31][CH2:30][NH:29][CH2:34][CH2:33]3)=[N:36][CH:37]=2)=[CH:46][CH:45]=1. (3) Given the reactants [CH3:1][N:2]([CH3:18])[C:3]1[CH:8]=[CH:7][C:6]([N:9]=[N:10][C:11]2[CH:16]=[CH:15][CH:14]=[CH:13][C:12]=2[NH2:17])=[CH:5][CH:4]=1, predict the reaction product. The product is: [N:10]1[N:9]([C:6]2[CH:5]=[CH:4][C:3]([N:2]([CH3:18])[CH3:1])=[CH:8][CH:7]=2)[N:17]=[C:12]2[CH:13]=[CH:14][CH:15]=[CH:16][C:11]=12. (4) Given the reactants [CH2:1]([O:3][C:4](=[O:15])[CH:5]([C:13]#[N:14])[NH:6][C:7](=O)[CH2:8][CH2:9][O:10][CH3:11])[CH3:2].COC1C=CC(P2(=S)SP(=S)(C3C=CC(OC)=CC=3)[S:25]2)=CC=1, predict the reaction product. The product is: [CH2:1]([O:3][C:4]([C:5]1[N:6]=[C:7]([CH2:8][CH2:9][O:10][CH3:11])[S:25][C:13]=1[NH2:14])=[O:15])[CH3:2].